This data is from Forward reaction prediction with 1.9M reactions from USPTO patents (1976-2016). The task is: Predict the product of the given reaction. (1) Given the reactants C([N:8]1[C@@H:17]2[C@@H:12]([CH2:13][CH2:14][CH2:15][CH2:16]2)[N:11]([C:18]([O:20][C:21]([CH3:24])([CH3:23])[CH3:22])=[O:19])[CH2:10][CH2:9]1)C1C=CC=CC=1.[H][H], predict the reaction product. The product is: [N:11]1([C:18]([O:20][C:21]([CH3:24])([CH3:23])[CH3:22])=[O:19])[C@H:12]2[C@H:17]([CH2:16][CH2:15][CH2:14][CH2:13]2)[NH:8][CH2:9][CH2:10]1. (2) Given the reactants [CH:1](=[N:8]/[C:9]1[CH:17]=[CH:16][CH:15]=C2C=1COC2=O)\[C:2]1[CH:7]=[CH:6][CH:5]=[CH:4][CH:3]=1.[CH2:19]([O:21][CH:22]([O:31][CH2:32][CH3:33])[C:23]1[CH:30]=[CH:29][C:26](C=O)=[CH:25][CH:24]=1)[CH3:20].[CH3:34][O-:35].[Na+].[CH3:37]O.[C:39]([O:43][CH2:44]C)(=[O:42])[CH2:40][CH3:41], predict the reaction product. The product is: [CH2:32]([O:31][CH:22]([O:21][CH2:19][CH3:20])[C:23]1[CH:24]=[C:25]([CH:37]2[C:34](=[O:35])[C:41]3[C:40]([C:39]([O:43][CH3:44])=[O:42])=[CH:15][CH:16]=[CH:17][C:9]=3[NH:8][CH:1]2[C:2]2[CH:3]=[CH:4][CH:5]=[CH:6][CH:7]=2)[CH:26]=[CH:29][CH:30]=1)[CH3:33].